From a dataset of Catalyst prediction with 721,799 reactions and 888 catalyst types from USPTO. Predict which catalyst facilitates the given reaction. (1) Reactant: Cl.[I:2][C:3]1([CH2:6][C@H:7]([CH2:16][O:17][Si](C)(C)C(C)(C)C)[O:8][Si](C)(C)C(C)(C)C)[CH2:5][CH2:4]1. Product: [I:2][C:3]1([CH2:6][C@@H:7]([OH:8])[CH2:16][OH:17])[CH2:5][CH2:4]1. The catalyst class is: 1. (2) Reactant: C(OC([N:8]1[CH2:13][CH2:12][N:11]([C:14]2[NH:15][C:16]([C:21]3[CH:26]=[CH:25][N:24]=[C:23](/[CH:27]=[CH:28]/[C:29]4[CH:34]=[CH:33][C:32]([C:35](=[O:41])[N:36]([CH2:39][CH3:40])[CH2:37][CH3:38])=[CH:31][CH:30]=4)[CH:22]=3)=[CH:17][C:18]=2[C:19]#[N:20])[CH2:10][CH2:9]1)=O)(C)(C)C.FC(F)(F)C(O)=O. Product: [C:19]([C:18]1[CH:17]=[C:16]([C:21]2[CH:26]=[CH:25][N:24]=[C:23](/[CH:27]=[CH:28]/[C:29]3[CH:34]=[CH:33][C:32]([C:35]([N:36]([CH2:39][CH3:40])[CH2:37][CH3:38])=[O:41])=[CH:31][CH:30]=3)[CH:22]=2)[NH:15][C:14]=1[N:11]1[CH2:12][CH2:13][NH:8][CH2:9][CH2:10]1)#[N:20]. The catalyst class is: 4. (3) Product: [Cl:10][C:3]1[C:2]([N:21]2[CH2:22][CH2:23][N:18]([C:15]3[CH:16]=[CH:17][C:12]([CH3:11])=[CH:13][CH:14]=3)[CH2:19][CH2:20]2)=[CH:7][C:6]([O:8][CH3:9])=[CH:5][N:4]=1. The catalyst class is: 487. Reactant: Br[C:2]1[C:3]([Cl:10])=[N:4][CH:5]=[C:6]([O:8][CH3:9])[CH:7]=1.[CH3:11][C:12]1[CH:17]=[CH:16][C:15]([N:18]2[CH2:23][CH2:22][NH:21][CH2:20][CH2:19]2)=[CH:14][CH:13]=1.C1C=CC(P(C2C(C3C(P(C4C=CC=CC=4)C4C=CC=CC=4)=CC=C4C=3C=CC=C4)=C3C(C=CC=C3)=CC=2)C2C=CC=CC=2)=CC=1.CC(C)([O-])C.[Na+]. (4) Reactant: [C:1]([O:5][C:6](=[O:18])[CH2:7][CH:8]([NH:11][C:12]([O:14][CH2:15][CH:16]=[CH2:17])=[O:13])[CH:9]=[O:10])([CH3:4])([CH3:3])[CH3:2].C([O-])([O-])[O:20][CH2:21][CH3:22].[C:25]1(C)C=CC(S(O)(=O)=O)=C[CH:26]=1. Product: [C:1]([O:5][C:6](=[O:18])[CH2:7][CH:8]([NH:11][C:12]([O:14][CH2:15][CH:16]=[CH2:17])=[O:13])[CH:9]([O:20][CH2:21][CH3:22])[O:10][CH2:25][CH3:26])([CH3:3])([CH3:2])[CH3:4]. The catalyst class is: 8. (5) Reactant: [C:1]([O:5][C:6]([N:8]1[CH2:13][CH2:12][N:11]([C:14]2[CH:19]=[CH:18][C:17]([NH2:20])=[CH:16][N:15]=2)[CH2:10][CH2:9]1)=[O:7])([CH3:4])([CH3:3])[CH3:2].C(N(C(C)C)CC)(C)C.[C:30]([C:34]1[CH:35]=[C:36]([NH:46][C:47](=O)[O:48]CC(Cl)(Cl)Cl)[N:37]([C:39]2[CH:44]=[CH:43][C:42]([CH3:45])=[CH:41][CH:40]=2)[N:38]=1)([CH3:33])([CH3:32])[CH3:31].CCOC(C)=O. Product: [C:1]([O:5][C:6]([N:8]1[CH2:13][CH2:12][N:11]([C:14]2[CH:19]=[CH:18][C:17]([NH:20][C:47]([NH:46][C:36]3[N:37]([C:39]4[CH:44]=[CH:43][C:42]([CH3:45])=[CH:41][CH:40]=4)[N:38]=[C:34]([C:30]([CH3:33])([CH3:32])[CH3:31])[CH:35]=3)=[O:48])=[CH:16][N:15]=2)[CH2:10][CH2:9]1)=[O:7])([CH3:4])([CH3:2])[CH3:3]. The catalyst class is: 58. (6) Reactant: Br[C:2]1[CH:10]=[CH:9][C:5]2[O:6][CH2:7][O:8][C:4]=2[CH:3]=1.[C:11]([Li])([CH3:14])([CH3:13])C.[N:16]1([C:27]([O:29][C:30]([CH3:33])([CH3:32])[CH3:31])=[O:28])[CH2:21][CH2:20][CH:19]([C:22]([O:24]CC)=O)[CH2:18][CH2:17]1. Product: [O:6]1[C:5]2[CH:9]=[CH:10][C:2]([C:22]([C:13]3[CH:11]=[CH:14][C:4]4[O:8][CH2:7][O:6][C:5]=4[CH:9]=3)([OH:24])[CH:19]3[CH2:18][CH2:17][N:16]([C:27]([O:29][C:30]([CH3:31])([CH3:32])[CH3:33])=[O:28])[CH2:21][CH2:20]3)=[CH:3][C:4]=2[O:8][CH2:7]1. The catalyst class is: 1.